Dataset: NCI-60 drug combinations with 297,098 pairs across 59 cell lines. Task: Regression. Given two drug SMILES strings and cell line genomic features, predict the synergy score measuring deviation from expected non-interaction effect. (1) Drug 1: C1C(C(OC1N2C=NC3=C(N=C(N=C32)Cl)N)CO)O. Drug 2: CS(=O)(=O)CCNCC1=CC=C(O1)C2=CC3=C(C=C2)N=CN=C3NC4=CC(=C(C=C4)OCC5=CC(=CC=C5)F)Cl. Cell line: HOP-92. Synergy scores: CSS=37.0, Synergy_ZIP=-5.75, Synergy_Bliss=-1.89, Synergy_Loewe=-3.74, Synergy_HSA=1.79. (2) Drug 1: C1=CC=C(C(=C1)C(C2=CC=C(C=C2)Cl)C(Cl)Cl)Cl. Drug 2: COC1=C2C(=CC3=C1OC=C3)C=CC(=O)O2. Cell line: SK-MEL-28. Synergy scores: CSS=0.524, Synergy_ZIP=-3.51, Synergy_Bliss=-5.19, Synergy_Loewe=-5.21, Synergy_HSA=-4.95. (3) Drug 1: CC1CCC2CC(C(=CC=CC=CC(CC(C(=O)C(C(C(=CC(C(=O)CC(OC(=O)C3CCCCN3C(=O)C(=O)C1(O2)O)C(C)CC4CCC(C(C4)OC)OP(=O)(C)C)C)C)O)OC)C)C)C)OC. Drug 2: CCC1=C2N=C(C=C(N2N=C1)NCC3=C[N+](=CC=C3)[O-])N4CCCCC4CCO. Cell line: T-47D. Synergy scores: CSS=45.6, Synergy_ZIP=9.70, Synergy_Bliss=9.82, Synergy_Loewe=11.0, Synergy_HSA=12.8. (4) Drug 1: CC1=C(C(CCC1)(C)C)C=CC(=CC=CC(=CC(=O)O)C)C. Drug 2: C(CN)CNCCSP(=O)(O)O. Cell line: HOP-62. Synergy scores: CSS=5.01, Synergy_ZIP=-1.75, Synergy_Bliss=-0.422, Synergy_Loewe=3.84, Synergy_HSA=0.330. (5) Drug 1: CCN(CC)CCNC(=O)C1=C(NC(=C1C)C=C2C3=C(C=CC(=C3)F)NC2=O)C. Drug 2: CC1=C(N=C(N=C1N)C(CC(=O)N)NCC(C(=O)N)N)C(=O)NC(C(C2=CN=CN2)OC3C(C(C(C(O3)CO)O)O)OC4C(C(C(C(O4)CO)O)OC(=O)N)O)C(=O)NC(C)C(C(C)C(=O)NC(C(C)O)C(=O)NCCC5=NC(=CS5)C6=NC(=CS6)C(=O)NCCC[S+](C)C)O. Cell line: MDA-MB-435. Synergy scores: CSS=18.4, Synergy_ZIP=-4.06, Synergy_Bliss=-1.96, Synergy_Loewe=-1.57, Synergy_HSA=0.281.